From a dataset of Full USPTO retrosynthesis dataset with 1.9M reactions from patents (1976-2016). Predict the reactants needed to synthesize the given product. (1) Given the product [Cl:17][C:12]1[CH:13]=[CH:14][CH:15]=[CH:16][C:11]=1[C:6]1[C:5]([C:3]([OH:4])=[O:2])=[C:9]([CH3:10])[O:8][N:7]=1, predict the reactants needed to synthesize it. The reactants are: C[O:2][C:3]([C:5]1[C:6]([C:11]2[CH:16]=[CH:15][CH:14]=[CH:13][C:12]=2[Cl:17])=[N:7][O:8][C:9]=1[CH3:10])=[O:4].[OH-].[Na+]. (2) The reactants are: C(O[C:4]1[C:5](=[O:16])[C:6](=[O:15])[C:7]=1[NH:8][C:9]1[CH:14]=[CH:13][N:12]=[CH:11][CH:10]=1)C.[C:17]1([CH2:23][CH2:24][CH2:25][CH2:26][CH2:27][CH2:28][CH2:29][NH2:30])[CH:22]=[CH:21][CH:20]=[CH:19][CH:18]=1. Given the product [C:17]1([CH2:23][CH2:24][CH2:25][CH2:26][CH2:27][CH2:28][CH2:29][NH:30][C:4]2[C:5](=[O:16])[C:6](=[O:15])[C:7]=2[NH:8][C:9]2[CH:10]=[CH:11][N:12]=[CH:13][CH:14]=2)[CH:22]=[CH:21][CH:20]=[CH:19][CH:18]=1, predict the reactants needed to synthesize it. (3) Given the product [NH2:41][C@@H:37]1[CH2:38][CH2:39][CH2:40][C@H:36]1[NH:42][C:2]1[N:3]=[C:4]([NH:13][C:14]2[CH:19]=[CH:18][C:17]([N:20]3[CH2:21][CH2:22][CH:23]([N:26]4[CH2:31][CH2:30][N:29]([CH3:32])[CH2:28][CH2:27]4)[CH2:24][CH2:25]3)=[C:16]([CH3:33])[CH:15]=2)[C:5]([C:10]([NH2:12])=[O:11])=[N:6][C:7]=1[CH2:8][CH3:9], predict the reactants needed to synthesize it. The reactants are: Cl[C:2]1[N:3]=[C:4]([NH:13][C:14]2[CH:19]=[CH:18][C:17]([N:20]3[CH2:25][CH2:24][CH:23]([N:26]4[CH2:31][CH2:30][N:29]([CH3:32])[CH2:28][CH2:27]4)[CH2:22][CH2:21]3)=[C:16]([CH3:33])[CH:15]=2)[C:5]([C:10]([NH2:12])=[O:11])=[N:6][C:7]=1[CH2:8][CH3:9].Cl.Cl.[CH:36]1([NH2:42])[CH2:40][CH2:39][CH2:38][CH:37]1[NH2:41].C(N(C(C)C)CC)(C)C.C(OC(C)C)(C)C. (4) Given the product [C:43]([NH:1][C@@H:2]1[C:13](=[O:14])[O:12][C@H:11]([C:15]2[CH:16]=[CH:17][CH:18]=[CH:19][CH:20]=2)[C@H:10]([CH3:21])[N:9]([CH3:22])[C:8](=[O:23])[C@H:7]([CH2:24][C:25]([NH:27][CH2:28][C:29]2[CH:30]=[CH:31][C:32]([Cl:35])=[CH:33][CH:34]=2)=[O:26])[CH2:6][CH:5]=[CH:4][CH2:3]1)(=[O:45])[CH3:44], predict the reactants needed to synthesize it. The reactants are: [NH2:1][C@@H:2]1[C:13](=[O:14])[O:12][C@H:11]([C:15]2[CH:20]=[CH:19][CH:18]=[CH:17][CH:16]=2)[C@H:10]([CH3:21])[N:9]([CH3:22])[C:8](=[O:23])[C@H:7]([CH2:24][C:25]([NH:27][CH2:28][C:29]2[CH:34]=[CH:33][C:32]([Cl:35])=[CH:31][CH:30]=2)=[O:26])[CH2:6][CH:5]=[CH:4][CH2:3]1.C(N(CC)CC)C.[C:43](OC(=O)C)(=[O:45])[CH3:44]. (5) Given the product [CH2:11]([OH:33])[C@H:12]1[O:17][C@H:16]([O:18][C@:19]2([CH2:28][OH:29])[O:23][C@H:22]([CH2:24][OH:25])[C@@H:21]([OH:26])[C@@H:20]2[OH:27])[C@H:15]([OH:30])[C@@H:14]([OH:31])[C@@H:13]1[OH:32].[C:16]([O:18][C:19](=[O:23])[CH3:20])(=[O:17])[CH3:15], predict the reactants needed to synthesize it. The reactants are: C([O-])(=O)C.C([O-])(=O)C(C)C.[CH2:11]([OH:33])[C@H:12]1[O:17][C@H:16]([O:18][C@:19]2([CH2:28][OH:29])[O:23][C@H:22]([CH2:24][OH:25])[C@@H:21]([OH:26])[C@@H:20]2[OH:27])[C@H:15]([OH:30])[C@@H:14]([OH:31])[C@@H:13]1[OH:32]. (6) Given the product [CH3:53][N:54]1[C:58]([CH3:59])=[C:57]([C@H:60]([NH:62][C:13]([C:8]2[CH:9]=[C:10]3[C:5](=[CH:6][CH:7]=2)[N:4]=[C:3]([C:2]([F:1])([F:17])[F:16])[CH:12]=[CH:11]3)=[O:15])[CH3:61])[CH:56]=[N:55]1, predict the reactants needed to synthesize it. The reactants are: [F:1][C:2]([F:17])([F:16])[C:3]1[CH:12]=[CH:11][C:10]2[C:5](=[CH:6][CH:7]=[C:8]([C:13]([OH:15])=O)[CH:9]=2)[N:4]=1.C(N(CC)C(C)C)(C)C.CN(C(ON1N=NC2C=CC=NC1=2)=[N+](C)C)C.F[P-](F)(F)(F)(F)F.Cl.Cl.[CH3:53][N:54]1[C:58]([CH3:59])=[C:57]([C@H:60]([NH2:62])[CH3:61])[CH:56]=[N:55]1.